From a dataset of Reaction yield outcomes from USPTO patents with 853,638 reactions. Predict the reaction yield, written as a fraction of the theoretical maximum amount of product (1.0 means a 100% yield; for example, 0.34 means a 34% yield). (1) The reactants are C([O:8][C:9]1[CH:18]=[C:17]2[C:12]([C:13]([O:19][C:20]3[CH:25]=[CH:24][C:23]([N+:26]([O-:28])=[O:27])=[CH:22][C:21]=3[F:29])=[CH:14][CH:15]=[N:16]2)=[CH:11][C:10]=1[O:30][CH3:31])C1C=CC=CC=1.Br. The catalyst is CC(O)=O. The product is [F:29][C:21]1[CH:22]=[C:23]([N+:26]([O-:28])=[O:27])[CH:24]=[CH:25][C:20]=1[O:19][C:13]1[C:12]2[C:17](=[CH:18][C:9]([OH:8])=[C:10]([O:30][CH3:31])[CH:11]=2)[N:16]=[CH:15][CH:14]=1. The yield is 0.920. (2) The reactants are [O:1]1[C:10]2[C:5](=[CH:6][C:7]([C:11]3[C:16]([CH:17]4[CH2:19][CH2:18]4)=[CH:15][C:14]([NH:20][S:21]([CH2:24][CH:25]4[CH2:30][CH2:29][CH2:28][CH2:27][CH2:26]4)(=[O:23])=[O:22])=[C:13]([CH3:31])[C:12]=3[CH:32]([O:37][CH:38]3[CH2:40][CH2:39]3)[C:33]([O:35]C)=[O:34])=[CH:8][CH:9]=2)[CH2:4][CH2:3][CH2:2]1.[OH-].[Na+]. The catalyst is C(O)C.O1CCCC1. The product is [O:1]1[C:10]2[C:5](=[CH:6][C:7]([C:11]3[C:16]([CH:17]4[CH2:19][CH2:18]4)=[CH:15][C:14]([NH:20][S:21]([CH2:24][CH:25]4[CH2:30][CH2:29][CH2:28][CH2:27][CH2:26]4)(=[O:23])=[O:22])=[C:13]([CH3:31])[C:12]=3[CH:32]([O:37][CH:38]3[CH2:39][CH2:40]3)[C:33]([OH:35])=[O:34])=[CH:8][CH:9]=2)[CH2:4][CH2:3][CH2:2]1. The yield is 0.430. (3) The reactants are Br[C:2]1[CH:3]=[CH:4][C:5]2[O:9][CH2:8][C:7]([CH3:11])([CH3:10])[C:6]=2[CH:12]=1.[Li]CCCC.[CH:18](=[O:22])[CH:19]([CH3:21])[CH3:20].[Cl-].[NH4+]. The catalyst is C1COCC1. The product is [CH3:10][C:7]1([CH3:11])[C:6]2[CH:12]=[C:2]([CH:18]([OH:22])[CH:19]([CH3:21])[CH3:20])[CH:3]=[CH:4][C:5]=2[O:9][CH2:8]1. The yield is 1.00. (4) The reactants are [CH2:1]([C:3]1[N:7]([C:8]2[N:16]=[C:15]3[C:11]([N:12]=[C:13]([CH2:18][CH:19]4[CH2:24][CH2:23][NH:22][CH2:21][CH2:20]4)[N:14]3[CH3:17])=[C:10]([N:25]3[CH2:30][CH2:29][O:28][CH2:27][CH2:26]3)[N:9]=2)[C:6]2[CH:31]=[CH:32][CH:33]=[CH:34][C:5]=2[N:4]=1)[CH3:2].[C:35](Cl)(=[O:39])[CH:36]([CH3:38])[CH3:37].CCN(CC)CC. The catalyst is C(Cl)Cl. The product is [CH2:1]([C:3]1[N:7]([C:8]2[N:16]=[C:15]3[C:11]([N:12]=[C:13]([CH2:18][CH:19]4[CH2:20][CH2:21][N:22]([C:35](=[O:39])[CH:36]([CH3:38])[CH3:37])[CH2:23][CH2:24]4)[N:14]3[CH3:17])=[C:10]([N:25]3[CH2:26][CH2:27][O:28][CH2:29][CH2:30]3)[N:9]=2)[C:6]2[CH:31]=[CH:32][CH:33]=[CH:34][C:5]=2[N:4]=1)[CH3:2]. The yield is 0.210. (5) The reactants are [CH:1]#[C:2][CH2:3][CH2:4][CH2:5][CH2:6][CH2:7][C:8]#[C:9][C:10]#[C:11][CH2:12][CH2:13][CH2:14][CH2:15][CH2:16][CH2:17][CH2:18][CH3:19].[I:20]I. The catalyst is C1COCC1. The product is [I:20][C:1]#[C:2][CH2:3][CH2:4][CH2:5][CH2:6][CH2:7][C:8]#[C:9][C:10]#[C:11][CH2:12][CH2:13][CH2:14][CH2:15][CH2:16][CH2:17][CH2:18][CH3:19]. The yield is 0.790. (6) The reactants are [N+:1]([C:4]1[CH:12]=[C:7]2[CH2:8][O:9][CH2:10][CH2:11][N:6]2[N:5]=1)([O-])=O. The catalyst is [Pd].C(O)C. The product is [N:5]1[N:6]2[C:7]([CH2:8][O:9][CH2:10][CH2:11]2)=[CH:12][C:4]=1[NH2:1]. The yield is 0.730.